Dataset: Peptide-MHC class I binding affinity with 185,985 pairs from IEDB/IMGT. Task: Regression. Given a peptide amino acid sequence and an MHC pseudo amino acid sequence, predict their binding affinity value. This is MHC class I binding data. (1) The peptide sequence is YLARYSGSM. The MHC is HLA-C14:02 with pseudo-sequence HLA-C14:02. The binding affinity (normalized) is 0.686. (2) The peptide sequence is WQQWDRQSL. The MHC is HLA-A02:12 with pseudo-sequence HLA-A02:12. The binding affinity (normalized) is 0.0847. (3) The peptide sequence is VSDFRKEFY. The MHC is HLA-A80:01 with pseudo-sequence HLA-A80:01. The binding affinity (normalized) is 0.0847. (4) The peptide sequence is THADVPVVL. The MHC is HLA-B44:02 with pseudo-sequence HLA-B44:02. The binding affinity (normalized) is 0.0847. (5) The peptide sequence is RLKPVGSAY. The MHC is HLA-A68:01 with pseudo-sequence HLA-A68:01. The binding affinity (normalized) is 0. (6) The peptide sequence is TAAQAAVVRF. The MHC is HLA-B45:01 with pseudo-sequence HLA-B45:01. The binding affinity (normalized) is 0.128. (7) The peptide sequence is MSAIVSCRY. The MHC is HLA-B39:01 with pseudo-sequence HLA-B39:01. The binding affinity (normalized) is 0.0847.